The task is: Predict the product of the given reaction.. This data is from Forward reaction prediction with 1.9M reactions from USPTO patents (1976-2016). (1) The product is: [CH2:7]([O:14][C:15]1[CH:20]=[CH:19][C:18]([CH:21]([CH:27]([C:28]2[CH:33]=[CH:32][C:31]([O:34][CH2:35][C:36]3[CH:41]=[CH:40][CH:39]=[CH:38][CH:37]=3)=[C:30]([O:42][CH3:43])[CH:29]=2)[C:44]2[CH:49]=[CH:48][C:47]([O:50][CH2:51][C:52]3[CH:57]=[CH:56][CH:55]=[CH:54][CH:53]=3)=[C:46]([O:58][CH3:59])[CH:45]=2)[CH2:22][OH:23])=[CH:17][C:16]=1[O:60][CH3:61])[C:8]1[CH:13]=[CH:12][CH:11]=[CH:10][CH:9]=1. Given the reactants [H-].[Al+3].[Li+].[H-].[H-].[H-].[CH2:7]([O:14][C:15]1[CH:20]=[CH:19][C:18]([CH:21]([CH:27]([C:44]2[CH:49]=[CH:48][C:47]([O:50][CH2:51][C:52]3[CH:57]=[CH:56][CH:55]=[CH:54][CH:53]=3)=[C:46]([O:58][CH3:59])[CH:45]=2)[C:28]2[CH:33]=[CH:32][C:31]([O:34][CH2:35][C:36]3[CH:41]=[CH:40][CH:39]=[CH:38][CH:37]=3)=[C:30]([O:42][CH3:43])[CH:29]=2)[C:22](OCC)=[O:23])=[CH:17][C:16]=1[O:60][CH3:61])[C:8]1[CH:13]=[CH:12][CH:11]=[CH:10][CH:9]=1, predict the reaction product. (2) The product is: [CH3:9][N:10]([CH3:26])[CH:11]1[C:20]2[CH2:19][O:18][C:17]([CH:21]=[N:2][OH:3])=[CH:16][C:15]3=[CH:23][NH:24][CH:25]=[C:13]([C:14]=23)[CH2:12]1. Given the reactants Cl.[NH2:2][OH:3].C([O-])(=O)C.[Na+].[CH3:9][N:10]([CH3:26])[CH:11]1[C:20]2[CH2:19][O:18][C:17]([CH:21]=O)=[CH:16][C:15]3=[CH:23][NH:24][CH:25]=[C:13]([C:14]=23)[CH2:12]1, predict the reaction product.